From a dataset of Catalyst prediction with 721,799 reactions and 888 catalyst types from USPTO. Predict which catalyst facilitates the given reaction. (1) Reactant: FC(F)(F)C(O)=O.[Cl:8][C:9]1[C:10]([C:24]([NH2:26])=[O:25])=[C:11]2[CH2:16][NH:15][CH2:14][CH2:13][N:12]2[C:17]=1[C:18]1[CH:23]=[CH:22][CH:21]=[CH:20][CH:19]=1.C(N(CC)CC)C.C[Al](C)C.[CH3:38][O:39][C:40]1[CH:45]=[CH:44][C:43]([NH:46][C:47](=[N:55][C:56]#[N:57])OC2C=CC=CC=2)=[CH:42][CH:41]=1. The catalyst class is: 426. Product: [C:56]([N:55]=[C:47]([NH:46][C:43]1[CH:44]=[CH:45][C:40]([O:39][CH3:38])=[CH:41][CH:42]=1)[N:15]1[CH2:14][CH2:13][N:12]2[C:17]([C:18]3[CH:23]=[CH:22][CH:21]=[CH:20][CH:19]=3)=[C:9]([Cl:8])[C:10]([C:24]([NH2:26])=[O:25])=[C:11]2[CH2:16]1)#[N:57]. (2) Reactant: [O:1]1[CH:5]=[CH:4][CH:3]=[C:2]1[C:6]1[C:7]2[NH:15][N:14]=[N:13][C:8]=2[N:9]=[C:10]([NH2:12])[N:11]=1.Br[CH2:17][C:18]([C:20]1[CH:25]=[CH:24][CH:23]=[CH:22][CH:21]=1)=[O:19].C(N(CC)CC)C. Product: [NH2:12][C:10]1[N:11]=[C:6]([C:2]2[O:1][CH:5]=[CH:4][CH:3]=2)[C:7]2[N:15]=[N:14][N:13]([CH2:17][C:18]([C:20]3[CH:25]=[CH:24][CH:23]=[CH:22][CH:21]=3)=[O:19])[C:8]=2[N:9]=1. The catalyst class is: 18.